This data is from Full USPTO retrosynthesis dataset with 1.9M reactions from patents (1976-2016). The task is: Predict the reactants needed to synthesize the given product. (1) Given the product [Br:8][C:9]1[CH:10]=[N:11][C:12]([O:7][CH2:6][CH2:5][O:4][CH3:3])=[N:13][CH:14]=1, predict the reactants needed to synthesize it. The reactants are: [H-].[Na+].[CH3:3][O:4][CH2:5][CH2:6][OH:7].[Br:8][C:9]1[CH:10]=[N:11][C:12](Cl)=[N:13][CH:14]=1. (2) Given the product [N:12]1([C:5]([C:4]2[CH:8]=[CH:9][C:10]([CH3:11])=[C:2]([OH:1])[CH:3]=2)=[O:7])[CH2:17][CH2:16][CH2:15][C@@H:14]2[C:18]3[CH:19]=[CH:20][CH:21]=[CH:22][C:23]=3[CH2:24][C@H:13]12, predict the reactants needed to synthesize it. The reactants are: [OH:1][C:2]1[CH:3]=[C:4]([CH:8]=[CH:9][C:10]=1[CH3:11])[C:5]([OH:7])=O.[NH:12]1[CH2:17][CH2:16][CH2:15][C@@H:14]2[C:18]3[CH:19]=[CH:20][CH:21]=[CH:22][C:23]=3[CH2:24][C@H:13]12.F[P-](F)(F)(F)(F)F.N1(OC(N(C)C)=[N+](C)C)C2N=CC=CC=2N=N1. (3) The reactants are: [F:1][CH:2]([F:34])[C:3]1[N:17](COCC[Si](C)(C)C)[C:6]2[N:7]=[CH:8][N:9]=[C:10]([N:11]3[CH2:16][CH2:15][O:14][CH2:13][CH2:12]3)[C:5]=2[C:4]=1[C:26]1[CH:27]=[C:28]([CH:31]=[CH:32][CH:33]=1)[C:29]#[N:30]. Given the product [F:34][CH:2]([F:1])[C:3]1[NH:17][C:6]2[N:7]=[CH:8][N:9]=[C:10]([N:11]3[CH2:16][CH2:15][O:14][CH2:13][CH2:12]3)[C:5]=2[C:4]=1[C:26]1[CH:27]=[C:28]([CH:31]=[CH:32][CH:33]=1)[C:29]#[N:30], predict the reactants needed to synthesize it. (4) Given the product [Cl:19][C:13]1[CH:14]=[C:15]([Cl:18])[CH:16]=[CH:17][C:12]=1[CH2:11][C:10]1[C:6]2[CH:5]=[C:4]([C:1](=[O:3])[NH:43][S:40]([CH2:35][CH2:36][CH2:37][CH2:38][CH3:39])(=[O:42])=[O:41])[CH:22]=[CH:21][C:7]=2[S:8][C:9]=1[CH3:20], predict the reactants needed to synthesize it. The reactants are: [C:1]([C:4]1[CH:22]=[CH:21][C:7]2[S:8][C:9]([CH3:20])=[C:10]([CH2:11][C:12]3[CH:17]=[CH:16][C:15]([Cl:18])=[CH:14][C:13]=3[Cl:19])[C:6]=2[CH:5]=1)([OH:3])=O.C(N1C=CN=C1)(N1C=CN=C1)=O.[CH2:35]([S:40]([NH2:43])(=[O:42])=[O:41])[CH2:36][CH2:37][CH2:38][CH3:39].C1CCN2C(=NCCC2)CC1. (5) Given the product [CH2:11]([O:10][C:8]([C:7]1[C:6]([OH:13])=[C:5]([CH3:14])[C:4](=[O:15])[N:25]([CH3:24])[C:22]=1[CH3:23])=[O:9])[CH3:12], predict the reactants needed to synthesize it. The reactants are: C(O[C:4](=[O:15])[CH:5]([CH3:14])[C:6](=[O:13])[CH2:7][C:8]([O:10][CH2:11][CH3:12])=[O:9])C.C(OC(O[CH2:22][CH3:23])=C)C.[CH3:24][NH2:25].O. (6) Given the product [Cl:27][C:21]1[CH:20]=[C:19]([C:16]2[C:15]([C:28]([O:30][CH2:31][CH3:32])=[O:29])=[N:14][N:13]([CH2:12][C:11]3[CH:33]=[CH:34][C:8]([C:6]([OH:7])=[O:5])=[CH:9][CH:10]=3)[C:17]=2[CH3:18])[CH:24]=[CH:23][C:22]=1[C:25]#[N:26], predict the reactants needed to synthesize it. The reactants are: C([O:5][C:6]([C:8]1[CH:34]=[CH:33][C:11]([CH2:12][N:13]2[C:17]([CH3:18])=[C:16]([C:19]3[CH:24]=[CH:23][C:22]([C:25]#[N:26])=[C:21]([Cl:27])[CH:20]=3)[C:15]([C:28]([O:30][CH2:31][CH3:32])=[O:29])=[N:14]2)=[CH:10][CH:9]=1)=[O:7])(C)(C)C.C(O)(C(F)(F)F)=O.